From a dataset of Full USPTO retrosynthesis dataset with 1.9M reactions from patents (1976-2016). Predict the reactants needed to synthesize the given product. (1) Given the product [CH2:4]([C@@:8]1([CH2:33][CH3:34])[NH:14][C@H:13]([C:15]2[CH:16]=[CH:17][CH:18]=[CH:19][CH:20]=2)[C:12]2[CH:21]=[C:22]([O:29][CH3:30])[C:23]([CH2:25][OH:26])=[CH:24][C:11]=2[S:10](=[O:31])(=[O:32])[CH2:9]1)[CH2:5][CH2:6][CH3:7], predict the reactants needed to synthesize it. The reactants are: C(Cl)Cl.[CH2:4]([C@@:8]1([CH2:33][CH3:34])[NH:14][C@H:13]([C:15]2[CH:20]=[CH:19][CH:18]=[CH:17][CH:16]=2)[C:12]2[CH:21]=[C:22]([O:29][CH3:30])[C:23]([C:25](OC)=[O:26])=[CH:24][C:11]=2[S:10](=[O:32])(=[O:31])[CH2:9]1)[CH2:5][CH2:6][CH3:7].CC(C[AlH]CC(C)C)C.C1(C)C=CC=CC=1. (2) The reactants are: [Li][CH2:2]CCC.[F:6][C:7]1[C:12]([F:13])=[C:11]([O:14][CH2:15][CH2:16][CH3:17])[CH:10]=[CH:9][C:8]=1[C:18]1[CH:23]=[CH:22][C:21]([C:24]2[Se:25][CH:26]=[CH:27][CH:28]=2)=[CH:20][CH:19]=1.CI.[Cl-].[NH4+].N. Given the product [F:6][C:7]1[C:12]([F:13])=[C:11]([O:14][CH2:15][CH2:16][CH3:17])[CH:10]=[CH:9][C:8]=1[C:18]1[CH:23]=[CH:22][C:21]([C:24]2[Se:25][C:26]([CH3:2])=[CH:27][CH:28]=2)=[CH:20][CH:19]=1, predict the reactants needed to synthesize it. (3) Given the product [Cl:26][C:27]1[CH:32]=[CH:31][CH:30]=[CH:29][C:28]=1[NH:33][C:34](=[O:35])[NH:22][C:19]1[CH:20]=[CH:21][C:16]([C:14]2[N:15]=[C:11]([C:9]([NH:8][CH:3]([CH:2]([CH3:25])[CH3:1])[C:4]([O:6][CH3:7])=[O:5])=[O:10])[S:12][CH:13]=2)=[CH:17][CH:18]=1, predict the reactants needed to synthesize it. The reactants are: [CH3:1][CH:2]([CH3:25])[CH:3]([NH:8][C:9]([C:11]1[S:12][CH:13]=[C:14]([C:16]2[CH:21]=[CH:20][C:19]([N+:22]([O-])=O)=[CH:18][CH:17]=2)[N:15]=1)=[O:10])[C:4]([O:6][CH3:7])=[O:5].[Cl:26][C:27]1[CH:32]=[CH:31][CH:30]=[CH:29][C:28]=1[N:33]=[C:34]=[O:35]. (4) Given the product [CH2:16]([C:15]1[N:11]2[CH:12]=[C:7]([C:5]3[CH:4]=[N:3][N:2]([CH3:1])[CH:6]=3)[CH:8]=[N:9][C:10]2=[N:13][N:14]=1)[C:17]1[CH:22]=[CH:21][CH:20]=[CH:19][CH:18]=1, predict the reactants needed to synthesize it. The reactants are: [CH3:1][N:2]1[CH:6]=[C:5]([C:7]2[CH:8]=[N:9][C:10]([NH:13][NH:14][C:15](=O)[CH2:16][C:17]3[CH:22]=[CH:21][CH:20]=[CH:19][CH:18]=3)=[N:11][CH:12]=2)[CH:4]=[N:3]1.N#N.C1(P(C2C=CC=CC=2)C2C=CC=CC=2)C=CC=CC=1.N([Si](C)(C)C)=[N+]=[N-].CC(OC(/N=N/C(OC(C)C)=O)=O)C. (5) Given the product [Cl:12][C:13]1[CH:14]=[C:15]([C:16](=[O:19])[CH2:17][N:10]([CH2:9][C:5]2[CH:6]=[CH:7][CH:8]=[C:3]([O:2][CH3:1])[CH:4]=2)[CH3:11])[CH:20]=[CH:21][C:22]=1[Cl:23], predict the reactants needed to synthesize it. The reactants are: [CH3:1][O:2][C:3]1[CH:4]=[C:5]([CH2:9][NH:10][CH3:11])[CH:6]=[CH:7][CH:8]=1.[Cl:12][C:13]1[CH:14]=[C:15]([CH:20]=[CH:21][C:22]=1[Cl:23])[C:16](=[O:19])[CH2:17]Br. (6) Given the product [NH2:1][C:2]1[N:10]=[C:9]([O:11][CH2:12][CH2:13][CH2:14][CH3:15])[N:8]=[C:7]2[C:3]=1[NH:4][C:5](=[O:20])[N:6]2[CH2:16][CH2:17][CH2:18][NH:21][CH2:22][CH2:23][CH2:24][N:25]1[CH2:30][CH2:29][O:28][CH2:27][CH2:26]1, predict the reactants needed to synthesize it. The reactants are: [NH2:1][C:2]1[N:10]=[C:9]([O:11][CH2:12][CH2:13][CH2:14][CH3:15])[N:8]=[C:7]2[C:3]=1[NH:4][C:5](=[O:20])[N:6]2[CH2:16][CH2:17][CH2:18]Br.[NH2:21][CH2:22][CH2:23][CH2:24][N:25]1[CH2:30][CH2:29][O:28][CH2:27][CH2:26]1. (7) The reactants are: C([O:3][C:4]([C:6]1[CH:7]([C:26]([F:29])([F:28])[F:27])[O:8][C:9]2[C:14]([CH:15]=1)=[CH:13][C:12]([Cl:16])=[CH:11][C:10]=2[C:17]#[C:18][C:19]1[CH:24]=[CH:23][CH:22]=[CH:21][C:20]=1[F:25])=[O:5])C.C1COCC1.CCO.O.O[Li].O.Cl. Given the product [Cl:16][C:12]1[CH:13]=[C:14]2[C:9](=[C:10]([C:17]#[C:18][C:19]3[CH:24]=[CH:23][CH:22]=[CH:21][C:20]=3[F:25])[CH:11]=1)[O:8][CH:7]([C:26]([F:28])([F:29])[F:27])[C:6]([C:4]([OH:5])=[O:3])=[CH:15]2, predict the reactants needed to synthesize it. (8) Given the product [F:44][C:38]1[CH:39]=[C:40]([F:43])[CH:41]=[CH:42][C:37]=1[CH2:36][C:15]1[C:16]([N+:33]([O-:35])=[O:34])=[C:17]([C:24]2[CH:25]=[CH:26][C:27]([C:28]([OH:30])=[O:29])=[CH:31][CH:32]=2)[C:18]2[C:6](=[O:5])[N:8]3[C@@H:9]([CH2:10][CH2:11][CH2:12]3)[C:13]=2[N:14]=1, predict the reactants needed to synthesize it. The reactants are: C([O:5][C:6]([N:8]1[CH2:12][CH2:11][CH2:10][C@H:9]1[C:13]1[C:18](C(OCC)=O)=[C:17]([C:24]2[CH:32]=[CH:31][C:27]([C:28]([OH:30])=[O:29])=[CH:26][CH:25]=2)[C:16]([N+:33]([O-:35])=[O:34])=[C:15]([CH2:36][C:37]2[CH:42]=[CH:41][C:40]([F:43])=[CH:39][C:38]=2[F:44])[N:14]=1)=O)(C)(C)C.FC(F)(F)C(O)=O.